This data is from Catalyst prediction with 721,799 reactions and 888 catalyst types from USPTO. The task is: Predict which catalyst facilitates the given reaction. (1) Reactant: [C:1]([O:7][CH2:8][C:9]1[CH:14]=[C:13]([C:15](=[O:17])[CH3:16])[CH:12]=[CH:11][C:10]=1[O:18][CH3:19])(=[O:6])[C:2]([CH3:5])([CH3:4])[CH3:3].CC(O[CH:25](N(C)C)[N:26]([CH3:28])[CH3:27])(C)C.O.CCCC(C)C. Product: [C:1]([O:7][CH2:8][C:9]1[CH:14]=[C:13]([C:15](=[O:17])/[CH:16]=[CH:25]/[N:26]([CH3:28])[CH3:27])[CH:12]=[CH:11][C:10]=1[O:18][CH3:19])(=[O:6])[C:2]([CH3:4])([CH3:3])[CH3:5]. The catalyst class is: 282. (2) Reactant: [N:1]1[N:2]([C:6]2[CH:34]=[CH:33][CH:32]=[CH:31][C:7]=2[C:8]([N:10]2[C@H:15]([CH3:16])[CH2:14][CH2:13][C@@H:12]([C:17]3[O:18][C:19]([C:25]4[CH:30]=[CH:29][CH:28]=[CH:27][CH:26]=4)=[C:20]([C:22](O)=[O:23])[N:21]=3)[CH2:11]2)=[O:9])[N:3]=[CH:4][CH:5]=1.C[N:36](C(ON1N=NC2C=CC=NC1=2)=[N+](C)C)C.F[P-](F)(F)(F)(F)F.CCN(C(C)C)C(C)C.[NH4+].[Cl-]. Product: [N:3]1[N:2]([C:6]2[CH:34]=[CH:33][CH:32]=[CH:31][C:7]=2[C:8]([N:10]2[C@H:15]([CH3:16])[CH2:14][CH2:13][C@@H:12]([C:17]3[O:18][C:19]([C:25]4[CH:26]=[CH:27][CH:28]=[CH:29][CH:30]=4)=[C:20]([C:22]([NH2:36])=[O:23])[N:21]=3)[CH2:11]2)=[O:9])[N:1]=[CH:5][CH:4]=1. The catalyst class is: 2. (3) Reactant: C[O:2][C:3](=[O:15])[C:4]1[CH:9]=[C:8]([N:10]([CH3:12])[CH3:11])[CH:7]=[C:6]([C:13]#[N:14])[CH:5]=1.[OH-].[Li+]. Product: [C:13]([C:6]1[CH:5]=[C:4]([CH:9]=[C:8]([N:10]([CH3:12])[CH3:11])[CH:7]=1)[C:3]([OH:15])=[O:2])#[N:14]. The catalyst class is: 7. (4) Reactant: I[C:2]1[C:7]2[O:8][CH2:9][O:10][C:6]=2[C:5]([NH:11][C:12](=[O:14])[CH3:13])=[CH:4][CH:3]=1.[C:15]([O-:18])(=[O:17])C.[K+].[CH3:20]O. Product: [C:12]([NH:11][C:5]1[C:6]2[O:10][CH2:9][O:8][C:7]=2[C:2]([C:15]([O:18][CH3:20])=[O:17])=[CH:3][CH:4]=1)(=[O:14])[CH3:13]. The catalyst class is: 45. (5) Reactant: Cl[NH:2][C:3](=[NH:11])[CH2:4][C:5]1[CH:10]=[CH:9][CH:8]=[CH:7][CH:6]=1.[S-:12][C:13]#[N:14].[K+]. Product: [CH2:4]([C:3]1[N:11]=[C:13]([NH2:14])[S:12][N:2]=1)[C:5]1[CH:10]=[CH:9][CH:8]=[CH:7][CH:6]=1. The catalyst class is: 125.